This data is from Reaction yield outcomes from USPTO patents with 853,638 reactions. The task is: Predict the reaction yield, written as a fraction of the theoretical maximum amount of product (1.0 means a 100% yield; for example, 0.34 means a 34% yield). The reactants are [CH3:1][C:2]1[O:6][N:5]=[C:4]([C:7]2[CH:12]=[CH:11][N:10]=[CH:9][N:8]=2)[C:3]=1[C:13](O)=[O:14].C(N(CC)CC)C.C(OC(Cl)=O)C.[BH4-].[Na+]. The catalyst is C1COCC1.O.[OH-].[Na+]. The product is [CH3:1][C:2]1[O:6][N:5]=[C:4]([C:7]2[CH:12]=[CH:11][N:10]=[CH:9][N:8]=2)[C:3]=1[CH2:13][OH:14]. The yield is 0.190.